From a dataset of Reaction yield outcomes from USPTO patents with 853,638 reactions. Predict the reaction yield, written as a fraction of the theoretical maximum amount of product (1.0 means a 100% yield; for example, 0.34 means a 34% yield). (1) The reactants are [CH2:1]([C:3]1[NH:4][C:5]2[C:10]([C:11]=1[CH3:12])=[CH:9][CH:8]=[CH:7][CH:6]=2)[CH3:2].[H-].[Na+].Br[CH2:16][C:17]1[CH:34]=[CH:33][C:20]2/[C:21](=[CH:30]/[C:31]#[N:32])/[C:22]3[CH:29]=[CH:28][CH:27]=[CH:26][C:23]=3[CH2:24][CH2:25][C:19]=2[CH:18]=1.O. The catalyst is CN(C=O)C. The product is [CH2:1]([C:3]1[N:4]([CH2:16][C:17]2[CH:34]=[CH:33][C:20]3/[C:21](=[CH:30]/[C:31]#[N:32])/[C:22]4[CH:29]=[CH:28][CH:27]=[CH:26][C:23]=4[CH2:24][CH2:25][C:19]=3[CH:18]=2)[C:5]2[C:10]([C:11]=1[CH3:12])=[CH:9][CH:8]=[CH:7][CH:6]=2)[CH3:2]. The yield is 0.470. (2) The reactants are [CH2:1]1[O:11][C:4]2([CH2:9][CH2:8][C:7](=O)[CH2:6][CH2:5]2)[O:3][CH2:2]1.[CH2:12]([NH2:15])[CH2:13][CH3:14].[H][H]. The catalyst is CO.[Pd]. The product is [O:3]1[C:4]2([CH2:9][CH2:8][CH:7]([NH:15][CH2:12][CH2:13][CH3:14])[CH2:6][CH2:5]2)[O:11][CH2:1][CH2:2]1. The yield is 1.00. (3) The yield is 0.880. No catalyst specified. The reactants are [CH3:1][C:2]1([CH3:32])[O:6][C@H:5]2[C@H:7]([N:12]3[CH:20]=[N:19][C:18]4[C:13]3=[N:14][CH:15]=[N:16][C:17]=4[C:21]3[CH:26]=[CH:25][CH:24]=[C:23]([N:27]4[CH:31]=[CH:30][CH:29]=[N:28]4)[CH:22]=3)[O:8][C@H:9]([CH2:10][OH:11])[C@H:4]2[O:3]1.Cl[S:34]([NH2:37])(=[O:36])=[O:35]. The product is [S:34](=[O:36])(=[O:35])([O:11][CH2:10][C@@H:9]1[C@@H:4]2[C@@H:5]([O:6][C:2]([CH3:32])([CH3:1])[O:3]2)[C@H:7]([N:12]2[CH:20]=[N:19][C:18]3[C:13]2=[N:14][CH:15]=[N:16][C:17]=3[C:21]2[CH:26]=[CH:25][CH:24]=[C:23]([N:27]3[CH:31]=[CH:30][CH:29]=[N:28]3)[CH:22]=2)[O:8]1)[NH2:37].